This data is from Reaction yield outcomes from USPTO patents with 853,638 reactions. The task is: Predict the reaction yield, written as a fraction of the theoretical maximum amount of product (1.0 means a 100% yield; for example, 0.34 means a 34% yield). The reactants are [F:1][C:2]([F:27])([F:26])[CH2:3][N:4]1[C:8]([C:9]2[N:10]=[C:11]3[C:17]4[CH:18]=[CH:19][C:20](C(O)=O)=[CH:21][C:16]=4[O:15][CH2:14][CH2:13][N:12]3[CH:25]=2)=[N:7][CH:6]=[N:5]1.C([N:30](CC)CC)C.C1C=CC(OP(OC2C=CC=CC=2)(N=[N+]=[N-])=O)=CC=1.O. The yield is 0.540. The catalyst is CN(C=O)C.C(OCC)(=O)C.C([O-])(O)=O.[Na+]. The product is [F:26][C:2]([F:27])([F:1])[CH2:3][N:4]1[C:8]([C:9]2[N:10]=[C:11]3[C:17]4[CH:18]=[CH:19][C:20]([NH2:30])=[CH:21][C:16]=4[O:15][CH2:14][CH2:13][N:12]3[CH:25]=2)=[N:7][CH:6]=[N:5]1.